This data is from Catalyst prediction with 721,799 reactions and 888 catalyst types from USPTO. The task is: Predict which catalyst facilitates the given reaction. Reactant: [I-].[Na+].[N-:3]=[N+:4]=[N-:5].[Na+].Cl[CH2:8][CH2:9][CH2:10]/[C:11](/[C:27]1[O:28][C:29]([CH2:32][C:33]2[CH:38]=[CH:37][C:36]([F:39])=[CH:35][CH:34]=2)=[N:30][N:31]=1)=[CH:12]\[C:13]1[CH:18]=[CH:17][C:16]([N:19]2[CH:23]=[C:22]([CH3:24])[N:21]=[CH:20]2)=[C:15]([O:25][CH3:26])[CH:14]=1.O.C(=O)(O)[O-].[Na+]. The catalyst class is: 39. Product: [N:3]([CH2:8][CH2:9][CH2:10]/[C:11](/[C:27]1[O:28][C:29]([CH2:32][C:33]2[CH:34]=[CH:35][C:36]([F:39])=[CH:37][CH:38]=2)=[N:30][N:31]=1)=[CH:12]\[C:13]1[CH:18]=[CH:17][C:16]([N:19]2[CH:23]=[C:22]([CH3:24])[N:21]=[CH:20]2)=[C:15]([O:25][CH3:26])[CH:14]=1)=[N+:4]=[N-:5].